This data is from Reaction yield outcomes from USPTO patents with 853,638 reactions. The task is: Predict the reaction yield, written as a fraction of the theoretical maximum amount of product (1.0 means a 100% yield; for example, 0.34 means a 34% yield). (1) The reactants are [NH:1]1[CH2:11][CH2:10][CH2:9][CH:3](C(OCC)=O)[CH2:2]1.Br[CH2:13][CH2:14][Cl:15].[C:16]([O-:19])([O-])=[O:17].[K+].[K+].[CH3:22][C:23](C)=O. No catalyst specified. The product is [Cl:15][CH2:14][CH2:13][N:1]1[CH2:2][CH2:3][CH:9]([C:16]([O:19][CH2:22][CH3:23])=[O:17])[CH2:10][CH2:11]1. The yield is 0.386. (2) The reactants are [F:1][C:2]1[C:3]([O:18][CH3:19])=[C:4]([C:9]([CH3:17])([CH3:16])[CH2:10][C:11](=[O:15])[C:12]([OH:14])=[O:13])[CH:5]=[CH:6][C:7]=1[CH3:8].S(=O)(=O)(O)O.[CH2:25](O)[CH3:26]. No catalyst specified. The product is [CH2:25]([O:13][C:12](=[O:14])[C:11](=[O:15])[CH2:10][C:9]([C:4]1[CH:5]=[CH:6][C:7]([CH3:8])=[C:2]([F:1])[C:3]=1[O:18][CH3:19])([CH3:17])[CH3:16])[CH3:26]. The yield is 0.837. (3) The reactants are [F:1][C:2]1[CH:3]=[C:4]([N:9]2[CH2:13][CH:12]([CH2:14][NH:15][C:16](=[O:18])[CH3:17])[O:11][C:10]2=[O:19])[CH:5]=[CH:6][C:7]=1I.[OH:20][CH2:21][C:22]1[CH:27]=[CH:26][C:25](B(O)O)=[CH:24][CH:23]=1.C(=O)([O-])[O-].[K+].[K+].C(O)C. The catalyst is C1(C)C=CC=CC=1.C1C=CC([P]([Pd]([P](C2C=CC=CC=2)(C2C=CC=CC=2)C2C=CC=CC=2)([P](C2C=CC=CC=2)(C2C=CC=CC=2)C2C=CC=CC=2)[P](C2C=CC=CC=2)(C2C=CC=CC=2)C2C=CC=CC=2)(C2C=CC=CC=2)C2C=CC=CC=2)=CC=1.O. The product is [F:1][C:2]1[CH:3]=[C:4]([N:9]2[CH2:13][CH:12]([CH2:14][NH:15][C:16](=[O:18])[CH3:17])[O:11][C:10]2=[O:19])[CH:5]=[CH:6][C:7]=1[C:25]1[CH:26]=[CH:27][C:22]([CH2:21][OH:20])=[CH:23][CH:24]=1. The yield is 0.940. (4) The reactants are Br[C:2]1[CH:3]=[C:4]([N:8]2[CH:12]=[C:11]([CH2:13][OH:14])[N:10]=[CH:9]2)[CH:5]=[CH:6][CH:7]=1.[CH:15]([Sn](CCCC)(CCCC)CCCC)=[CH2:16]. The catalyst is CN(C=O)C.Cl[Pd](Cl)([P](C1C=CC=CC=1)(C1C=CC=CC=1)C1C=CC=CC=1)[P](C1C=CC=CC=1)(C1C=CC=CC=1)C1C=CC=CC=1. The product is [CH:15]([C:2]1[CH:3]=[C:4]([N:8]2[CH:12]=[C:11]([CH2:13][OH:14])[N:10]=[CH:9]2)[CH:5]=[CH:6][CH:7]=1)=[CH2:16]. The yield is 0.510. (5) The reactants are [C:1]([OH:6])(=[O:5])[C:2]([OH:4])=[O:3].[CH3:7][O:8][C:9]1[CH:10]=[C:11]2[C:16](=[CH:17][C:18]=1[O:19][CH3:20])[CH:15]([CH2:21][C:22]1[CH:27]=[CH:26][C:25]([C:28]3([C:33]4[CH:38]=[CH:37][CH:36]=[CH:35][CH:34]=4)SCCS3)=[CH:24][CH:23]=1)[NH:14][CH2:13][CH2:12]2.[OH-].[Na+].O.C(O)(=O)C(O)=[O:44]. The catalyst is CO.CCOCC. The product is [C:1]([OH:6])(=[O:5])[C:2]([OH:4])=[O:3].[CH3:7][O:8][C:9]1[CH:10]=[C:11]2[C:16](=[CH:17][C:18]=1[O:19][CH3:20])[CH:15]([CH2:21][C:22]1[CH:27]=[CH:26][C:25]([C:28]([C:33]3[CH:34]=[CH:35][CH:36]=[CH:37][CH:38]=3)=[O:44])=[CH:24][CH:23]=1)[NH:14][CH2:13][CH2:12]2. The yield is 0.720. (6) The reactants are N[C:2]1[CH:7]=[CH:6][C:5]([CH:8]([CH3:19])[C:9]([C:11]2[CH:16]=[CH:15][C:14]([O:17][CH3:18])=[CH:13][CH:12]=2)=[O:10])=[CH:4][CH:3]=1.Cl.N([O-])=[O:22].[Na+].F[B-](F)(F)F.[Na+].C([O-])([O-])=O.[K+].[K+]. The catalyst is O. The product is [OH:22][C:2]1[CH:7]=[CH:6][C:5]([CH:8]([CH3:19])[C:9]([C:11]2[CH:16]=[CH:15][C:14]([O:17][CH3:18])=[CH:13][CH:12]=2)=[O:10])=[CH:4][CH:3]=1. The yield is 0.748. (7) The reactants are [N-:1]=[N+]=[N-].[Na+].[NH2:5][CH2:6][C:7]1([C:17]2[S:18][C:19]([C:22]3[CH:23]=[C:24]([NH:29][C:30]4[N:35]=[C:34]([C:36]([F:39])([F:38])[F:37])[CH:33]=[CH:32][N:31]=4)[CH:25]=[C:26]([CH3:28])[CH:27]=3)=[CH:20][N:21]=2)[CH2:16][CH2:15][C:10]2(OCC[O:11]2)[CH2:9][CH2:8]1.CS(O)(=O)=O. The catalyst is C(Cl)(Cl)Cl. The product is [NH2:5][CH2:6][C:7]1([C:17]2[S:18][C:19]([C:22]3[CH:23]=[C:24]([NH:29][C:30]4[N:35]=[C:34]([C:36]([F:38])([F:37])[F:39])[CH:33]=[CH:32][N:31]=4)[CH:25]=[C:26]([CH3:28])[CH:27]=3)=[CH:20][N:21]=2)[CH2:8][CH2:9][NH:1][C:10](=[O:11])[CH2:15][CH2:16]1. The yield is 0.0250.